From a dataset of Acute oral toxicity (LD50) regression data from Zhu et al.. Regression/Classification. Given a drug SMILES string, predict its toxicity properties. Task type varies by dataset: regression for continuous values (e.g., LD50, hERG inhibition percentage) or binary classification for toxic/non-toxic outcomes (e.g., AMES mutagenicity, cardiotoxicity, hepatotoxicity). Dataset: ld50_zhu. (1) The drug is NC1CCCC(N)C1. The rat oral LD50 is 2.47, given as -log10 of the dose in mol/kg body weight (higher means more acutely toxic). (2) The compound is OC1C2C3OC3C1C1C2C2(Cl)C(Cl)=C(Cl)C1(Cl)C2(Cl)Cl. The rat oral LD50 is 5.22, given as -log10 of the dose in mol/kg body weight (higher means more acutely toxic).